Predict the product of the given reaction. From a dataset of Forward reaction prediction with 1.9M reactions from USPTO patents (1976-2016). (1) The product is: [CH2:28]([N:24]1[CH:23]=[C:22]2[C:26]([CH:27]=[C:19]([C:8]3[CH:9]=[C:10]([C:11]4[CH:16]=[CH:15][CH:14]=[C:13]([CH2:17][Br:55])[CH:12]=4)[N:6]4[C:7]=3[C:2]([NH2:1])=[N:3][CH:4]=[N:5]4)[CH:20]=[CH:21]2)=[N:25]1)[C:29]1[CH:34]=[CH:33][CH:32]=[CH:31][CH:30]=1. Given the reactants [NH2:1][C:2]1[C:7]2=[C:8]([C:19]3[CH:20]=[CH:21][C:22]4[C:26]([CH:27]=3)=[N:25][N:24]([CH2:28][C:29]3[CH:34]=[CH:33][CH:32]=[CH:31][CH:30]=3)[CH:23]=4)[CH:9]=[C:10]([C:11]3[CH:12]=[C:13]([CH2:17]O)[CH:14]=[CH:15][CH:16]=3)[N:6]2[N:5]=[CH:4][N:3]=1.C1(P(C2C=CC=CC=2)C2C=CC=CC=2)C=CC=CC=1.C(Br)(Br)(Br)[Br:55], predict the reaction product. (2) Given the reactants Cl.[CH2:2]([N:9]1[C@@H:16]([CH2:17][O:18][Si:19]([C:22]([CH3:25])([CH3:24])[CH3:23])([CH3:21])[CH3:20])[CH2:15][NH:14][CH2:13][C:10]21[CH2:12][CH2:11]2)[C:3]1[CH:8]=[CH:7][CH:6]=[CH:5][CH:4]=1.[CH3:26][C:27]([O:30][C:31](O[C:31]([O:30][C:27]([CH3:29])([CH3:28])[CH3:26])=[O:32])=[O:32])([CH3:29])[CH3:28].C([O-])(O)=O.[Na+], predict the reaction product. The product is: [CH2:2]([N:9]1[C@@H:16]([CH2:17][O:18][Si:19]([C:22]([CH3:25])([CH3:24])[CH3:23])([CH3:20])[CH3:21])[CH2:15][N:14]([C:31]([O:30][C:27]([CH3:29])([CH3:28])[CH3:26])=[O:32])[CH2:13][C:10]21[CH2:11][CH2:12]2)[C:3]1[CH:8]=[CH:7][CH:6]=[CH:5][CH:4]=1. (3) Given the reactants Cl.[C:2]([C:4]1[CH:5]=[C:6]([NH:11][NH2:12])[CH:7]=[CH:8][C:9]=1[F:10])#[N:3].ClC1C=C(N2[C:25]([C:26]3[CH:31]=[C:30](F)[CH:29]=[C:28]([Cl:33])[CH:27]=3)=[CH:24][C:23]([C:34]([O:36][CH2:37][CH3:38])=[O:35])=N2)C=CC=1F, predict the reaction product. The product is: [Cl:33][C:28]1[CH:27]=[C:26]([C:25]2[N:11]([C:6]3[CH:7]=[CH:8][C:9]([F:10])=[C:4]([C:2]#[N:3])[CH:5]=3)[N:12]=[C:23]([C:34]([O:36][CH2:37][CH3:38])=[O:35])[CH:24]=2)[CH:31]=[CH:30][CH:29]=1. (4) Given the reactants COC1C=C(OC)C=CC=1C[N:6]([C:32]1[CH:37]=[CH:36][N:35]=[CH:34][N:33]=1)[S:7]([C:10]1[CH:15]=[C:14]([F:16])[C:13]([O:17][C@H:18]2[CH2:24][CH2:23][CH2:22][CH2:21][CH2:20][C@@H:19]2[C:25]2[N:29]([CH3:30])[N:28]=[CH:27][CH:26]=2)=[CH:12][C:11]=1[F:31])(=[O:9])=[O:8].C([SiH](CC)CC)C.FC(F)(F)C(O)=O, predict the reaction product. The product is: [F:31][C:11]1[CH:12]=[C:13]([O:17][C@H:18]2[CH2:24][CH2:23][CH2:22][CH2:21][CH2:20][C@@H:19]2[C:25]2[N:29]([CH3:30])[N:28]=[CH:27][CH:26]=2)[C:14]([F:16])=[CH:15][C:10]=1[S:7]([NH:6][C:32]1[CH:37]=[CH:36][N:35]=[CH:34][N:33]=1)(=[O:8])=[O:9]. (5) Given the reactants [Cl:1][C:2]1[CH:7]=[CH:6][C:5]([C:8]2([C:13]3[CH:14]=[CH:15][C:16]4[C:17]([CH:29]=3)=[C:18]([C:21]3[CH:26]=[CH:25][CH:24]=[C:23]([O:27][CH3:28])[CH:22]=3)[O:19][N:20]=4)[O:12][CH2:11][CH2:10][O:9]2)=[CH:4][CH:3]=1, predict the reaction product. The product is: [CH3:28][O:27][C:23]1[CH:22]=[C:21]([C:18]([C:17]2[CH:29]=[C:13]([C:8]3([C:5]4[CH:4]=[CH:3][C:2]([Cl:1])=[CH:7][CH:6]=4)[O:12][CH2:11][CH2:10][O:9]3)[CH:14]=[CH:15][C:16]=2[NH2:20])=[O:19])[CH:26]=[CH:25][CH:24]=1.